From a dataset of Reaction yield outcomes from USPTO patents with 853,638 reactions. Predict the reaction yield, written as a fraction of the theoretical maximum amount of product (1.0 means a 100% yield; for example, 0.34 means a 34% yield). (1) The reactants are [CH3:1][C:2]1[N:6]([CH2:7][C:8]2[C:17]3[C:12](=[CH:13][CH:14]=[CH:15][CH:16]=3)[CH:11]=[CH:10][CH:9]=2)[C:5]2[CH:18]=[C:19]([N:23]3[CH2:28][CH2:27][O:26][CH2:25][CH2:24]3)[CH:20]=[C:21](N)[C:4]=2[N:3]=1.N([O-])=O.[Na+].[Na+].[Br-:34].C([O-])(O)=O.[Na+]. The catalyst is Br. The product is [Br:34][C:21]1[C:4]2[N:3]=[C:2]([CH3:1])[N:6]([CH2:7][C:8]3[C:17]4[C:12](=[CH:13][CH:14]=[CH:15][CH:16]=4)[CH:11]=[CH:10][CH:9]=3)[C:5]=2[CH:18]=[C:19]([N:23]2[CH2:28][CH2:27][O:26][CH2:25][CH2:24]2)[CH:20]=1. The yield is 0.550. (2) The reactants are [OH:1][C:2]1[CH:9]=[CH:8][C:5]([CH2:6][OH:7])=[CH:4][CH:3]=1.C(N(CC)CC)C.[C:17](Cl)(=[O:19])[CH3:18]. The catalyst is C(OCC)(=O)C. The product is [C:17]([O:1][C:2]1[CH:9]=[CH:8][C:5]([CH2:6][OH:7])=[CH:4][CH:3]=1)(=[O:19])[CH3:18]. The yield is 0.290. (3) The reactants are Br[C:2]1[C:3]([F:29])=[CH:4][C:5]2[O:11][CH2:10][CH2:9][N:8]3[C:12]([CH:18]([C:20]4[CH:25]=[C:24]([F:26])[CH:23]=[C:22]([F:27])[CH:21]=4)[OH:19])=[C:13]([C:15]([NH2:17])=[O:16])[N:14]=[C:7]3[C:6]=2[CH:28]=1.[CH3:30][C:31]([OH:35])([CH3:34])[C:32]#[CH:33]. No catalyst specified. The product is [F:27][C:22]1[CH:21]=[C:20]([CH:18]([OH:19])[C:12]2[N:8]3[CH2:9][CH2:10][O:11][C:5]4[CH:4]=[C:3]([F:29])[C:2]([C:33]#[C:32][C:31]([OH:35])([CH3:34])[CH3:30])=[CH:28][C:6]=4[C:7]3=[N:14][C:13]=2[C:15]([NH2:17])=[O:16])[CH:25]=[C:24]([F:26])[CH:23]=1. The yield is 0.450. (4) The reactants are [N:1]1([C:23]([O:25][C:26]([CH3:29])([CH3:28])[CH3:27])=[O:24])[CH2:22][CH2:21][CH2:20][C@H:2]1[C:3]([N:5]1[CH2:19][CH2:18][CH2:17][C@@H:6]1[C:7]([O:9]CC1C=CC=CC=1)=[O:8])=[O:4]. The catalyst is [Pd].CO. The product is [N:1]1([C:23]([O:25][C:26]([CH3:29])([CH3:28])[CH3:27])=[O:24])[CH2:22][CH2:21][CH2:20][C@H:2]1[C:3]([N:5]1[CH2:19][CH2:18][CH2:17][C@@H:6]1[C:7]([OH:9])=[O:8])=[O:4]. The yield is 1.00. (5) The reactants are [Cl:1][C:2]1[N:7]=[C:6]([N:8]2[C@@H:12]([C@H:13]([OH:15])[CH3:14])[CH2:11][O:10][C:9]2=[O:16])[CH:5]=[C:4]([Cl:17])[N:3]=1.[CH2:18](Cl)Cl.F[B-](F)(F)F.[H+].C[Si](C=[N+]=[N-])(C)C. The catalyst is CCOC(C)=O.CCCCCCC. The product is [Cl:1][C:2]1[N:7]=[C:6]([N:8]2[C@@H:12]([C@H:13]([O:15][CH3:18])[CH3:14])[CH2:11][O:10][C:9]2=[O:16])[CH:5]=[C:4]([Cl:17])[N:3]=1. The yield is 0.310. (6) The reactants are [Br:1][C:2]1[CH:7]=[CH:6][C:5]([C:8]2[NH:12][CH:11]=[N:10][N:9]=2)=[CH:4][CH:3]=1.[O:13]1[CH:18]=[CH:17][CH2:16][CH2:15][CH2:14]1.CS(O)(=O)=O. The catalyst is O1CCCC1. The product is [Br:1][C:2]1[CH:3]=[CH:4][C:5]([C:8]2[N:12]([CH:14]3[CH2:15][CH2:16][CH2:17][CH2:18][O:13]3)[CH:11]=[N:10][N:9]=2)=[CH:6][CH:7]=1. The yield is 0.700.